From a dataset of Forward reaction prediction with 1.9M reactions from USPTO patents (1976-2016). Predict the product of the given reaction. (1) Given the reactants [C:1]1([C:7]2[N:8]=[C:9]3[N:13]([CH:14]=2)[CH:12]=[C:11]([C:15]([O:17][CH2:18][CH3:19])=[O:16])[S:10]3)[CH:6]=[CH:5][CH:4]=[CH:3][CH:2]=1.C(OC(=O)C)(=O)C.C(O)(=O)C.[C:31]1(=O)[CH2:36][CH2:35][CH2:34][CH2:33][CH2:32]1.P(=O)(O)(O)O, predict the reaction product. The product is: [C:31]1([C:14]2[N:13]3[C:9]([S:10][C:11]([C:15]([O:17][CH2:18][CH3:19])=[O:16])=[CH:12]3)=[N:8][C:7]=2[C:1]2[CH:2]=[CH:3][CH:4]=[CH:5][CH:6]=2)[CH2:36][CH2:35][CH2:34][CH2:33][CH:32]=1. (2) Given the reactants F[C:2]1[C:3]([CH3:23])=[N:4][C:5]2[C:10]([N:11]=1)=[C:9]([C:12]1[NH:20][C:19]3[CH:18]([CH3:21])[CH2:17][NH:16][C:15](=[O:22])[C:14]=3[CH:13]=1)[CH:8]=[CH:7][CH:6]=2.[CH:24]1([NH2:27])[CH2:26][CH2:25]1.CO.C(Cl)Cl, predict the reaction product. The product is: [CH:24]1([NH:27][C:2]2[C:3]([CH3:23])=[N:4][C:5]3[C:10]([N:11]=2)=[C:9]([C:12]2[NH:20][C:19]4[CH:18]([CH3:21])[CH2:17][NH:16][C:15](=[O:22])[C:14]=4[CH:13]=2)[CH:8]=[CH:7][CH:6]=3)[CH2:26][CH2:25]1. (3) Given the reactants [Cl:1][C:2]1[C:7]([O:8][CH3:9])=[CH:6][C:5]([O:10][CH3:11])=[CH:4][C:3]=1[C:12]1[C:24](=[O:25])[N:23]([CH2:26][CH2:27][C:28]2[CH:29]=[C:30]([NH:34][C:35](=[O:41])[O:36][C:37]([CH3:40])([CH3:39])[CH3:38])[CH:31]=[CH:32][CH:33]=2)[C:15]2[N:16]=[C:17](S(C)=O)[N:18]=[CH:19][C:14]=2[CH:13]=1.C[CH2:43][N:44](C(C)C)C(C)C.CN.Cl.O, predict the reaction product. The product is: [Cl:1][C:2]1[C:7]([O:8][CH3:9])=[CH:6][C:5]([O:10][CH3:11])=[CH:4][C:3]=1[C:12]1[C:24](=[O:25])[N:23]([CH2:26][CH2:27][C:28]2[CH:29]=[C:30]([NH:34][C:35](=[O:41])[O:36][C:37]([CH3:40])([CH3:39])[CH3:38])[CH:31]=[CH:32][CH:33]=2)[C:15]2[N:16]=[C:17]([NH:44][CH3:43])[N:18]=[CH:19][C:14]=2[CH:13]=1.